This data is from NCI-60 drug combinations with 297,098 pairs across 59 cell lines. The task is: Regression. Given two drug SMILES strings and cell line genomic features, predict the synergy score measuring deviation from expected non-interaction effect. Drug 1: COC1=C(C=C2C(=C1)N=CN=C2NC3=CC(=C(C=C3)F)Cl)OCCCN4CCOCC4. Drug 2: CC1=C(C=C(C=C1)C(=O)NC2=CC(=CC(=C2)C(F)(F)F)N3C=C(N=C3)C)NC4=NC=CC(=N4)C5=CN=CC=C5. Cell line: MOLT-4. Synergy scores: CSS=5.31, Synergy_ZIP=3.01, Synergy_Bliss=7.55, Synergy_Loewe=1.41, Synergy_HSA=1.82.